Dataset: Experimentally validated miRNA-target interactions with 360,000+ pairs, plus equal number of negative samples. Task: Binary Classification. Given a miRNA mature sequence and a target amino acid sequence, predict their likelihood of interaction. (1) The miRNA is hsa-miR-4256 with sequence AUCUGACCUGAUGAAGGU. The protein sequence of the target gene is MRGSPGDAERRQRWGRLFEELDSNKDGRVDVHELRQGLARLGGGNPDPGAQQGISSEGDADPDGGLDLEEFSRYLQEREQRLLLMFHSLDRNQDGHIDVSEIQQSFRALGISISLEQAEKILHSMDRDGTMTIDWQEWRDHFLLHSLENVEDVLYFWKHSTVLDIGECLTVPDEFSKQEKLTGMWWKQLVAGAVAGAVSRTGTAPLDRLKVFMQVHASKTNRLNILGGLRSMVLEGGIRSLWRGNGINVLKIAPESAIKFMAYEQIKRAILGQQETLHVQERFVAGSLAGATAQTIIYPM.... Result: 0 (no interaction). (2) The miRNA is mmu-miR-15a-5p with sequence UAGCAGCACAUAAUGGUUUGUG. The protein sequence of the target gene is MVSPPGVLSSLLLLAAMAGGSSQQCSEGRTYSDAIISPNPETIRIMRVSQTFSVGDCTAACCDLLTCDLAWWFEGSCYLVKCMRSENCEPRTTGPIRSYLTFVRRPVQRPGQLLDYGDMMLSRGSPSGAWGDSLEDLRKDLPFLGKDGGPEETTEYSDEYKDLERGLLQPSNQQDPRGSAEYPDWSLLPSNEGGFNATATGDNSAASMEKLQDPTPHPLDQEQLQALNESTWSPTPGHSSISSVWPSSASPLPTEEGLEGEETLQLQEQPSNSSGKEVPMPSHNPSPASLESSPATTEKN.... Result: 0 (no interaction). (3) The miRNA is hsa-miR-6502-3p with sequence UAGACCAUCUUUCUAGAGUAU. The protein sequence of the target gene is MHAALAGPLLAALLATARARPQPPDGGQCRPPGSQRDLNSFLWTIRRHPPAYLFGTIHVPYTRVWDFIPDNSKAAFQASTHVYFELDLTDPYTISALASCQLLPHGENLQDVLPRELYWRLKRHLDYVKLMIPSWMTPAQRGKGLYADYLFNAIAGNWERKRPVWVMLMVNSLTETDVRSRGVPVLDLYLAQQAEKMKKSTGAVERVEEQCHPLNGLNFSQVLFALNQTLLQHESVRAGSLQAPYTTEDLIKHYNCGDLNAVIFNHDTSQLPNFINTTLPPHEQVTAQEIDSYFRQELIY.... Result: 0 (no interaction). (4) The miRNA is hsa-miR-6816-3p with sequence GAAGGACCUGCACCUUCG. The protein sequence of the target gene is MEADITNLRNKLKECEDERLKAAHYGLQLLERQTELQSQLDKCHEEMMITAEKYNQEKHALQREVELKSRMLDSLSCECEALKQQQKAQLEQLEVQLHRSHRQEVSDLKNKLENLKVELDEARLGEKQLKQKLDLQGELLAHKSEELRLLSEQRVLSSMSSELLALETELTAAEGVKNALKEEVNELQYKQEQLECLNTSLLHQVDRLKEEKEEREREAVSYYNALEKARVENQDLQVQLGHALQQAADPNSKGNSLFAEVEDRRVAMERQLNLMKDKYQSLKKQNAFTRDQMNKMKLQI.... Result: 0 (no interaction). (5) Result: 0 (no interaction). The protein sequence of the target gene is MAEGGEGGEDEIQFLRTEDEVVLQCIATIHKEQRKFCLAAEGLGNRLCFLEPTSEAKYIPPDLCVCNFVLEQSLSVRALQEMLANTGENGGEGAAQGGGHRTLLYGHAVLLRHSFSGMYLTCLTTSRSQTDKLAFDVGLREHATGEACWWTIHPASKQRSEGEKVRIGDDLILVSVSSERYLHLSVSNGNIQVDASFMQTLWNVHPTCSGSSIEEGYLLGGHVVRLFHGHDECLTIPSTDQNDSQHRRIFYEAGGAGTRARSLWRVEPLRISWSGSNIRWGQAFRLRHLTTGHYLALTED.... The miRNA is hsa-miR-1285-3p with sequence UCUGGGCAACAAAGUGAGACCU.